Dataset: Catalyst prediction with 721,799 reactions and 888 catalyst types from USPTO. Task: Predict which catalyst facilitates the given reaction. Reactant: [BrH:1].[CH3:2][N:3]1[C:7]2(O)[C:8]3[CH:9]=[CH:10][CH:11]=[C:12]([C:15]4[CH:20]=[CH:19][C:18]([C:21]([F:24])([F:23])[F:22])=[CH:17][CH:16]=4)[C:13]=3[CH2:14][CH:6]2[S:5][C:4]1=[N:26][CH3:27]. Product: [BrH:1].[CH3:27][N:26]=[C:4]1[N:3]([CH3:2])[C:7]2[C:8]3[CH:9]=[CH:10][CH:11]=[C:12]([C:15]4[CH:16]=[CH:17][C:18]([C:21]([F:24])([F:23])[F:22])=[CH:19][CH:20]=4)[C:13]=3[CH2:14][C:6]=2[S:5]1. The catalyst class is: 15.